This data is from Forward reaction prediction with 1.9M reactions from USPTO patents (1976-2016). The task is: Predict the product of the given reaction. Given the reactants C(O)(C(F)(F)F)=O.CC([O:12][C:13](=[O:67])[CH2:14][N:15]1[CH2:26][CH2:25][N:24]([CH2:27][C:28]([N:30]([CH2:41][CH2:42][CH2:43][CH2:44][CH2:45][CH2:46][CH2:47][CH2:48][CH2:49][CH3:50])[CH2:31][CH2:32][CH2:33][CH2:34][CH2:35][CH2:36][CH2:37][CH2:38][CH2:39][CH3:40])=[O:29])[CH2:23][CH2:22][N:21]([CH2:51][C:52]([O:54]C(C)(C)C)=[O:53])[CH2:20][CH2:19][N:18]([CH2:59][C:60]([O:62]C(C)(C)C)=[O:61])[CH2:17][CH2:16]1)(C)C, predict the reaction product. The product is: [CH2:41]([N:30]([CH2:31][CH2:32][CH2:33][CH2:34][CH2:35][CH2:36][CH2:37][CH2:38][CH2:39][CH3:40])[C:28](=[O:29])[CH2:27][N:24]1[CH2:25][CH2:26][N:15]([CH2:14][C:13]([OH:67])=[O:12])[CH2:16][CH2:17][N:18]([CH2:59][C:60]([OH:62])=[O:61])[CH2:19][CH2:20][N:21]([CH2:51][C:52]([OH:54])=[O:53])[CH2:22][CH2:23]1)[CH2:42][CH2:43][CH2:44][CH2:45][CH2:46][CH2:47][CH2:48][CH2:49][CH3:50].